Dataset: Forward reaction prediction with 1.9M reactions from USPTO patents (1976-2016). Task: Predict the product of the given reaction. Given the reactants [ClH:1].Cl.C(N(CC)[C:6]1[CH:11]=[CH:10][C:9](N)=[C:8]([CH2:13][CH3:14])[CH:7]=1)C.[S-2:17].[Na+].[Na+].[Cl-].[Na+], predict the reaction product. The product is: [Cl-:1].[CH2:13]([CH:8]([C:9]1[SH+:17][C:11]([CH2:10][CH3:9])=[CH:6][CH:7]=[CH:8][CH:6]=[CH:11][CH:10]=1)[CH3:7])[CH3:14].